Dataset: Forward reaction prediction with 1.9M reactions from USPTO patents (1976-2016). Task: Predict the product of the given reaction. Given the reactants [C:1]1([NH:11][C:12](=[O:32])[O:13][CH2:14][C@H:15]2[CH2:19][C@@H:18]([NH:20][S:21]([C:24]3[CH:29]=[C:28]([Br:30])[CH:27]=[CH:26][C:25]=3[Br:31])(=[O:23])=[O:22])[CH2:17][NH:16]2)[C:10]2[C:5](=[CH:6][CH:7]=[CH:8][CH:9]=2)[CH:4]=[CH:3][CH:2]=1.C[CH2:34][N:35](C(C)C)C(C)C.BrC#N.C(O)C(N)(CO)CO, predict the reaction product. The product is: [C:1]1([NH:11][C:12](=[O:32])[O:13][CH2:14][C@H:15]2[CH2:19][C@@H:18]([NH:20][S:21]([C:24]3[CH:29]=[C:28]([Br:30])[CH:27]=[CH:26][C:25]=3[Br:31])(=[O:22])=[O:23])[CH2:17][N:16]2[C:34]#[N:35])[C:10]2[C:5](=[CH:6][CH:7]=[CH:8][CH:9]=2)[CH:4]=[CH:3][CH:2]=1.